Task: Predict the reactants needed to synthesize the given product.. Dataset: Full USPTO retrosynthesis dataset with 1.9M reactions from patents (1976-2016) Given the product [CH3:24][S:21]([C:18]1[CH:17]=[CH:16][C:15]([C:12]2[CH:13]=[CH:14][C:9]([CH2:8][NH2:7])=[CH:10][CH:11]=2)=[CH:20][CH:19]=1)(=[O:22])=[O:23], predict the reactants needed to synthesize it. The reactants are: C(OC(=O)[NH:7][CH2:8][C:9]1[CH:14]=[CH:13][C:12]([C:15]2[CH:20]=[CH:19][C:18]([S:21]([CH3:24])(=[O:23])=[O:22])=[CH:17][CH:16]=2)=[CH:11][CH:10]=1)(C)(C)C.Cl.